From a dataset of Catalyst prediction with 721,799 reactions and 888 catalyst types from USPTO. Predict which catalyst facilitates the given reaction. (1) Reactant: [Cl:1][C:2]1[CH:7]=[C:6]([Cl:8])[CH:5]=[CH:4][C:3]=1[C:9]1[N:14]=[C:13](O)[N:12]2[N:16]=[C:17]([CH3:19])[N:18]=[C:11]2[CH:10]=1.P(Cl)(Cl)([Cl:22])=O. Product: [Cl:22][C:13]1[N:12]2[N:16]=[C:17]([CH3:19])[N:18]=[C:11]2[CH:10]=[C:9]([C:3]2[CH:4]=[CH:5][C:6]([Cl:8])=[CH:7][C:2]=2[Cl:1])[N:14]=1. The catalyst class is: 572. (2) Reactant: [CH2:1]([CH:8]1[C:17]2[C:12](=[CH:13][CH:14]=[C:15]([O:18]C)[CH:16]=2)[CH2:11][CH2:10][CH:9]1[NH2:20])[C:2]1[CH:7]=[CH:6][CH:5]=[CH:4][CH:3]=1.B(Br)(Br)Br. Product: [NH2:20][CH:9]1[CH:8]([CH2:1][C:2]2[CH:3]=[CH:4][CH:5]=[CH:6][CH:7]=2)[C:17]2[CH:16]=[C:15]([OH:18])[CH:14]=[CH:13][C:12]=2[CH2:11][CH2:10]1. The catalyst class is: 4. (3) Reactant: CC1C=CC(S(O[CH2:12][CH:13]2[O:18][C:17]3[CH:19]=[C:20]([O:23][S:24]([C:27]([F:30])([F:29])[F:28])(=[O:26])=[O:25])[CH:21]=[CH:22][C:16]=3[O:15][CH2:14]2)(=O)=O)=CC=1.[CH2:31]([NH2:35])[CH2:32][CH2:33][CH3:34]. Product: [F:29][C:27]([F:30])([F:28])[S:24]([O:23][C:20]1[CH:21]=[CH:22][C:16]2[O:15][CH2:14][CH:13]([CH2:12][NH:35][CH2:31][CH2:32][CH2:33][CH3:34])[O:18][C:17]=2[CH:19]=1)(=[O:26])=[O:25]. The catalyst class is: 10.